From a dataset of NCI-60 drug combinations with 297,098 pairs across 59 cell lines. Regression. Given two drug SMILES strings and cell line genomic features, predict the synergy score measuring deviation from expected non-interaction effect. Drug 1: COCCOC1=C(C=C2C(=C1)C(=NC=N2)NC3=CC=CC(=C3)C#C)OCCOC.Cl. Drug 2: CC1C(C(CC(O1)OC2CC(CC3=C2C(=C4C(=C3O)C(=O)C5=CC=CC=C5C4=O)O)(C(=O)C)O)N)O. Cell line: SNB-75. Synergy scores: CSS=56.6, Synergy_ZIP=-2.97, Synergy_Bliss=1.09, Synergy_Loewe=7.96, Synergy_HSA=8.73.